From a dataset of Reaction yield outcomes from USPTO patents with 853,638 reactions. Predict the reaction yield, written as a fraction of the theoretical maximum amount of product (1.0 means a 100% yield; for example, 0.34 means a 34% yield). The reactants are Cl[CH2:2][CH2:3][CH2:4][OH:5].[Cl:6][C:7]1[CH:12]=[C:11]([O:13][CH2:14][CH:15]=[C:16]([Cl:18])[Cl:17])[CH:10]=[C:9]([Cl:19])[C:8]=1[OH:20].[OH-].[Na+].S(=O)(=O)(O)O. The catalyst is [I-].C([N+](CCCC)(CCCC)CCCC)CCC.O.C1(C)C=CC=CC=1. The product is [Cl:6][C:7]1[CH:12]=[C:11]([O:13][CH2:14][CH:15]=[C:16]([Cl:18])[Cl:17])[CH:10]=[C:9]([Cl:19])[C:8]=1[O:20][CH2:2][CH2:3][CH2:4][OH:5]. The yield is 0.730.